This data is from Reaction yield outcomes from USPTO patents with 853,638 reactions. The task is: Predict the reaction yield, written as a fraction of the theoretical maximum amount of product (1.0 means a 100% yield; for example, 0.34 means a 34% yield). (1) The reactants are Br[Si](C)(C)C.C[O:7][P:8]([CH2:12][P:13]([CH2:18][CH2:19][CH2:20][CH2:21][CH2:22][CH2:23][CH2:24][CH2:25][CH2:26][CH:27]=[CH2:28])([O:15]CC)=[O:14])(=[O:11])[O:9]C.C(N(CCCC)CCCC)CCC.[Na+:42].[I-].CC(C)=O. The catalyst is CO. The product is [Na+:42].[Na+:42].[Na+:42].[CH2:18]([P:13]([CH2:12][P:8](=[O:7])([O-:11])[O-:9])([OH:15])=[O:14])[CH2:19][CH2:20][CH2:21][CH2:22][CH2:23][CH2:24][CH2:25][CH2:26][CH:27]=[CH2:28]. The yield is 0.740. (2) The reactants are Cl[C:2]1[CH:7]=[C:6]([CH2:8][OH:9])[C:5]([C:10]([F:13])([F:12])[F:11])=[CH:4][N:3]=1.CC1(C)OB([C:20]2[CH:21]=[N:22][C:23]([C:26]([F:29])([F:28])[F:27])=[N:24][CH:25]=2)OC1(C)C.C([O-])([O-])=O.[K+].[K+]. The catalyst is C1C=CC(P(C2C=CC=CC=2)[C-]2C=CC=C2)=CC=1.C1C=CC(P(C2C=CC=CC=2)[C-]2C=CC=C2)=CC=1.Cl[Pd]Cl.[Fe+2].O1CCOCC1. The product is [F:11][C:10]([F:13])([F:12])[C:5]1[C:6]([CH2:8][OH:9])=[CH:7][C:2]([C:20]2[CH:21]=[N:22][C:23]([C:26]([F:29])([F:28])[F:27])=[N:24][CH:25]=2)=[N:3][CH:4]=1. The yield is 0.780.